From a dataset of Catalyst prediction with 721,799 reactions and 888 catalyst types from USPTO. Predict which catalyst facilitates the given reaction. (1) Reactant: [NH3:1].CC(O)C.Cl.Cl[C:8]([C:35]1[CH:40]=[CH:39][C:38]([Cl:41])=[CH:37][CH:36]=1)([C:29]1[CH:30]=[N:31][CH:32]=[CH:33][CH:34]=1)[C:9]1[CH:10]=[C:11]2[C:16](=[CH:17][CH:18]=1)[N:15]([CH3:19])[C:14](=[O:20])[CH:13]=[C:12]2[CH2:21][CH2:22][C:23]1[S:24][C:25]([Cl:28])=[CH:26][CH:27]=1. Product: [NH2:1][C:8]([C:35]1[CH:40]=[CH:39][C:38]([Cl:41])=[CH:37][CH:36]=1)([C:29]1[CH:30]=[N:31][CH:32]=[CH:33][CH:34]=1)[C:9]1[CH:10]=[C:11]2[C:16](=[CH:17][CH:18]=1)[N:15]([CH3:19])[C:14](=[O:20])[CH:13]=[C:12]2[CH2:21][CH2:22][C:23]1[S:24][C:25]([Cl:28])=[CH:26][CH:27]=1. The catalyst class is: 1. (2) Reactant: [Br:1][C:2]1[CH:3]=[C:4]([CH:8]=[C:9]([C:11]([O:13][CH3:14])=[O:12])[CH:10]=1)[C:5]([OH:7])=O.CN(C(O[N:23]1N=N[C:25]2C=CC=N[C:24]1=2)=[N+](C)C)C.F[P-](F)(F)(F)(F)F.C(N(C(C)C)CC)(C)C.C(N)C. Product: [Br:1][C:2]1[CH:10]=[C:9]([CH:8]=[C:4]([C:5](=[O:7])[NH:23][CH2:24][CH3:25])[CH:3]=1)[C:11]([O:13][CH3:14])=[O:12]. The catalyst class is: 39. (3) Reactant: [NH:1]1[CH:5]=[CH:4][N:3]=[CH:2]1.C(N([CH2:11][CH3:12])CC)C.C1(C)C=CC([C:19](Cl)=[O:20])=CC=1.[OH-:23].[Na+].N1[CH:30]=[CH:29][CH:28]=[CH:27][CH:26]=1. Product: [NH:1]1[CH:5]=[CH:4][N:3]=[C:2]1[C:19]([O:20][C:28]1[CH:29]=[CH:30][C:11]([CH3:12])=[CH:26][CH:27]=1)=[O:23]. The catalyst class is: 6. (4) Reactant: [CH2:1]([NH2:8])[C:2]1[CH:7]=[CH:6][CH:5]=[CH:4][CH:3]=1.[CH3:9]/[C:10](=[CH:13]\[CH3:14])/[CH:11]=O.S([O-])([O-])(=O)=O.[Mg+2].[BH4-].[Na+].Cl. Product: [CH2:1]([NH:8][CH2:9]/[C:10](/[CH3:11])=[CH:13]/[CH3:14])[C:2]1[CH:7]=[CH:6][CH:5]=[CH:4][CH:3]=1. The catalyst class is: 2. (5) Reactant: [C:1]([O:5][C:6](=[O:15])[NH:7][C@H:8]1[CH2:13][CH2:12][C@H:11]([NH2:14])[CH2:10][CH2:9]1)([CH3:4])([CH3:3])[CH3:2].C(N(C(C)C)CC)(C)C.[Br:25][C:26]1[CH:31]=[CH:30][C:29]([S:32](Cl)(=[O:34])=[O:33])=[C:28]([O:36][C:37]([F:40])([F:39])[F:38])[CH:27]=1. Product: [C:1]([O:5][C:6](=[O:15])[NH:7][C@H:8]1[CH2:9][CH2:10][C@H:11]([NH:14][S:32]([C:29]2[CH:30]=[CH:31][C:26]([Br:25])=[CH:27][C:28]=2[O:36][C:37]([F:40])([F:38])[F:39])(=[O:34])=[O:33])[CH2:12][CH2:13]1)([CH3:4])([CH3:2])[CH3:3]. The catalyst class is: 2. (6) Reactant: [F:1][C:2]1[CH:21]=[CH:20][C:5]2[C:6]([C:9]3[CH:14]=[CH:13][C:12]([O:15][CH2:16][C@H:17]4[CH2:19][O:18]4)=[CH:11][CH:10]=3)=[N:7][O:8][C:4]=2[CH:3]=1.[NH:22]1[CH2:27][CH2:26][O:25][CH2:24][CH2:23]1. Product: [F:1][C:2]1[CH:21]=[CH:20][C:5]2[C:6]([C:9]3[CH:10]=[CH:11][C:12]([O:15][CH2:16][C@H:17]([OH:18])[CH2:19][N:22]4[CH2:27][CH2:26][O:25][CH2:24][CH2:23]4)=[CH:13][CH:14]=3)=[N:7][O:8][C:4]=2[CH:3]=1. The catalyst class is: 737.